Dataset: Forward reaction prediction with 1.9M reactions from USPTO patents (1976-2016). Task: Predict the product of the given reaction. The product is: [CH3:35][N:36]1[CH:40]=[C:39]([C:2]2[C:10]3[C:9]([N:11]4[CH2:16][CH2:15][CH:14]([NH:17][C:18](=[O:25])[C:19]5[CH:24]=[CH:23][CH:22]=[CH:21][CH:20]=5)[CH2:13][CH2:12]4)=[N:8][CH:7]=[N:6][C:5]=3[N:4]([S:26]([C:29]3[CH:34]=[CH:33][CH:32]=[CH:31][CH:30]=3)(=[O:28])=[O:27])[CH:3]=2)[CH:38]=[N:37]1. Given the reactants Br[C:2]1[C:10]2[C:9]([N:11]3[CH2:16][CH2:15][CH:14]([NH:17][C:18](=[O:25])[C:19]4[CH:24]=[CH:23][CH:22]=[CH:21][CH:20]=4)[CH2:13][CH2:12]3)=[N:8][CH:7]=[N:6][C:5]=2[N:4]([S:26]([C:29]2[CH:34]=[CH:33][CH:32]=[CH:31][CH:30]=2)(=[O:28])=[O:27])[CH:3]=1.[CH3:35][N:36]1[CH:40]=[C:39](B2OC(C)(C)C(C)(C)O2)[CH:38]=[N:37]1.O.O.O.P([O-])([O-])([O-])=O.[K+].[K+].[K+].O, predict the reaction product.